Dataset: NCI-60 drug combinations with 297,098 pairs across 59 cell lines. Task: Regression. Given two drug SMILES strings and cell line genomic features, predict the synergy score measuring deviation from expected non-interaction effect. Drug 1: CC(CN1CC(=O)NC(=O)C1)N2CC(=O)NC(=O)C2. Drug 2: C1=CN(C=N1)CC(O)(P(=O)(O)O)P(=O)(O)O. Cell line: DU-145. Synergy scores: CSS=6.88, Synergy_ZIP=-4.21, Synergy_Bliss=-1.98, Synergy_Loewe=-2.43, Synergy_HSA=-1.16.